From a dataset of Full USPTO retrosynthesis dataset with 1.9M reactions from patents (1976-2016). Predict the reactants needed to synthesize the given product. (1) The reactants are: [Cl:1][C:2]1[C:7]([C:8]2[CH:13]=[CH:12][CH:11]=[CH:10][CH:9]=2)=[N:6][N:5]=[C:4]2[NH:14][N:15]=[C:16]([C:17]3[CH:22]=[CH:21][CH:20]=[CH:19][CH:18]=3)[C:3]=12.O[CH:24]1[CH2:28][CH2:27][O:26][CH2:25]1. Given the product [Cl:1][C:2]1[C:7]([C:8]2[CH:9]=[CH:10][CH:11]=[CH:12][CH:13]=2)=[N:6][N:5]=[C:4]2[N:14]([CH:24]3[CH2:28][CH2:27][O:26][CH2:25]3)[N:15]=[C:16]([C:17]3[CH:18]=[CH:19][CH:20]=[CH:21][CH:22]=3)[C:3]=12, predict the reactants needed to synthesize it. (2) Given the product [F:1][C:2]1[CH:15]=[CH:14][CH:13]=[C:12]([F:16])[C:3]=1[C:4]([NH:6][C:7]1[CH:11]=[CH:10][N:9]([CH2:41][C:38]2[CH:39]=[CH:40][C:35]([O:34][CH2:33][C:27]3[CH:32]=[CH:31][CH:30]=[CH:29][CH:28]=3)=[CH:36][C:37]=2[CH3:43])[N:8]=1)=[O:5], predict the reactants needed to synthesize it. The reactants are: [F:1][C:2]1[CH:15]=[CH:14][CH:13]=[C:12]([F:16])[C:3]=1[C:4]([NH:6][C:7]1[CH:11]=[CH:10][NH:9][N:8]=1)=[O:5].C[Si]([N-][Si](C)(C)C)(C)C.[Li+].[C:27]1([CH2:33][O:34][C:35]2[CH:40]=[CH:39][C:38]([CH2:41]Br)=[C:37]([CH3:43])[CH:36]=2)[CH:32]=[CH:31][CH:30]=[CH:29][CH:28]=1. (3) The reactants are: C([O-])(=O)C.[NH4+].[C:6]([C:9]1[CH:10]=[C:11]([NH:15][C:16]2[N:21]=[C:20]([CH2:22][CH2:23][C:24]3[CH:29]=[CH:28][CH:27]=[CH:26][C:25]=3[CH2:30][C:31]([NH2:33])=[O:32])[C:19]([Cl:34])=[CH:18][N:17]=2)[CH:12]=[CH:13][CH:14]=1)(=O)[CH3:7].C([BH3-])#[N:36].[Na+].Cl. Given the product [NH2:36][CH:6]([C:9]1[CH:10]=[C:11]([NH:15][C:16]2[N:21]=[C:20]([CH2:22][CH2:23][C:24]3[CH:29]=[CH:28][CH:27]=[CH:26][C:25]=3[CH2:30][C:31]([NH2:33])=[O:32])[C:19]([Cl:34])=[CH:18][N:17]=2)[CH:12]=[CH:13][CH:14]=1)[CH3:7], predict the reactants needed to synthesize it. (4) Given the product [Si:1]([O:8][CH2:9][C@@H:10]([N:26]1[C:27]2[C:36]3[CH:35]=[CH:34][CH:33]=[CH:32][C:31]=3[N:30]=[CH:29][C:28]=2[N:37]=[C:41]1[CH2:40][Cl:39])[CH2:11][C:12]1[CH:13]=[CH:14][C:15]([O:18][Si:19]([C:22]([CH3:25])([CH3:24])[CH3:23])([CH3:21])[CH3:20])=[CH:16][CH:17]=1)([C:4]([CH3:5])([CH3:6])[CH3:7])([CH3:3])[CH3:2], predict the reactants needed to synthesize it. The reactants are: [Si:1]([O:8][CH2:9][C@@H:10]([NH:26][C:27]1[C:36]2[C:31](=[CH:32][CH:33]=[CH:34][CH:35]=2)[N:30]=[CH:29][C:28]=1[NH2:37])[CH2:11][C:12]1[CH:17]=[CH:16][C:15]([O:18][Si:19]([C:22]([CH3:25])([CH3:24])[CH3:23])([CH3:21])[CH3:20])=[CH:14][CH:13]=1)([C:4]([CH3:7])([CH3:6])[CH3:5])([CH3:3])[CH3:2].Cl.[Cl:39][CH2:40][C:41](=N)OCC.C([O-])(O)=O.[Na+]. (5) Given the product [NH2:40][C:36]1[CH:35]=[C:34]([C:3]2[CH:4]=[C:5]([S:20](=[O:33])(=[O:32])[NH:21][C:22](=[O:31])[CH2:23][CH2:24][CH:25]3[CH2:30][CH2:29][CH2:28][NH:27][CH2:26]3)[CH:6]=[C:7]([C:8]3[NH:12][C:11]4[CH:13]=[CH:14][C:15]([C:17]([NH2:19])=[NH:18])=[CH:16][C:10]=4[N:9]=3)[C:2]=2[OH:1])[CH:39]=[CH:38][CH:37]=1, predict the reactants needed to synthesize it. The reactants are: [OH:1][C:2]1[C:7]([C:8]2[NH:12][C:11]3[CH:13]=[CH:14][C:15]([C:17]([NH2:19])=[NH:18])=[CH:16][C:10]=3[N:9]=2)=[CH:6][C:5]([S:20](=[O:33])(=[O:32])[NH:21][C:22](=[O:31])[CH2:23][CH2:24][C:25]2[CH:26]=[N:27][CH:28]=[CH:29][CH:30]=2)=[CH:4][C:3]=1[C:34]1[CH:39]=[CH:38][CH:37]=[C:36]([N+:40]([O-])=O)[CH:35]=1. (6) Given the product [NH2:39][S:36]([C:33]1[S:32][C:47]([N:46]([CH3:45])[C:14](=[O:16])[CH2:13][C:10]2[CH:9]=[CH:8][C:7]([C:2]3[CH:3]=[CH:4][CH:5]=[CH:6][N:1]=3)=[CH:12][CH:11]=2)=[N:48][C:49]=1[CH3:50])(=[O:38])=[O:37], predict the reactants needed to synthesize it. The reactants are: [N:1]1[CH:6]=[CH:5][CH:4]=[CH:3][C:2]=1[C:7]1[CH:12]=[CH:11][C:10]([CH2:13][C:14]([OH:16])=O)=[CH:9][CH:8]=1.O.ON1C2C=CC=CC=2N=N1.CNCC1[S:32][C:33]([S:36]([NH2:39])(=[O:38])=[O:37])=CN=1.Cl.CN(C)CC[CH2:45][N:46]=[C:47]=[N:48][CH2:49][CH3:50]. (7) Given the product [Br:21][CH2:1][C:2]1[S:6][CH:5]=[N:4][C:3]=1[C:40]([O:39][CH3:32])=[O:41], predict the reactants needed to synthesize it. The reactants are: [CH3:1][C:2]1[S:6][CH:5]=[N:4][C:3]=1C(O)=O.O=S(Cl)Cl.C1C(=O)N([Br:21])C(=O)C1.C(OO[C:32](=[O:39])C1C=CC=CC=1)(=O)C1C=CC=CC=1.[CH3:40][OH:41]. (8) The reactants are: C([N:8]1[C:13](=[O:14])[C:12]([C:15]2[CH:20]=[CH:19][C:18]([F:21])=[CH:17][CH:16]=2)=[C:11]([C:22]2[CH:27]=[CH:26][C:25]([S:28]([NH2:31])(=[O:30])=[O:29])=[CH:24][CH:23]=2)[CH:10]=[N:9]1)C1C=CC=CC=1.[F:32][C:33]1[CH:40]=[C:39]([F:41])[CH:38]=[CH:37][C:34]=1[CH2:35]Br. Given the product [F:32][C:33]1[CH:40]=[C:39]([F:41])[CH:38]=[CH:37][C:34]=1[CH2:35][N:8]1[C:13](=[O:14])[C:12]([C:15]2[CH:20]=[CH:19][C:18]([F:21])=[CH:17][CH:16]=2)=[C:11]([C:22]2[CH:27]=[CH:26][C:25]([S:28]([NH2:31])(=[O:30])=[O:29])=[CH:24][CH:23]=2)[CH:10]=[N:9]1, predict the reactants needed to synthesize it. (9) Given the product [OH:25][CH2:26][C@H:24]1[N:27]2[C:7]3[N:8]([C:9](=[O:22])[CH2:10][N:11]([C:12]([O:14][CH2:15][C:16]4[CH:17]=[CH:18][CH:19]=[CH:20][CH:21]=4)=[O:13])[C:6]=3[CH:5]=[CH:4][C:3]2=[O:2])[CH2:23]1, predict the reactants needed to synthesize it. The reactants are: C[O:2][C:3]1[CH:4]=[CH:5][C:6]2[N:11]([C:12]([O:14][CH2:15][C:16]3[CH:21]=[CH:20][CH:19]=[CH:18][CH:17]=3)=[O:13])[CH2:10][C:9](=[O:22])[N:8]([CH2:23][C@@H:24]3[CH2:26][O:25]3)[C:7]=2[N:27]=1.